From a dataset of Reaction yield outcomes from USPTO patents with 853,638 reactions. Predict the reaction yield, written as a fraction of the theoretical maximum amount of product (1.0 means a 100% yield; for example, 0.34 means a 34% yield). (1) The reactants are [Br:1][C:2]1[CH:3]=[C:4]([S:8](Cl)(=[O:10])=[O:9])[CH:5]=[N:6][CH:7]=1.[C:12]([NH2:16])([CH3:15])([CH3:14])[CH3:13]. The catalyst is N1C=CC=CC=1.Cl. The product is [Br:1][C:2]1[CH:3]=[C:4]([S:8]([NH:16][C:12]([CH3:15])([CH3:14])[CH3:13])(=[O:10])=[O:9])[CH:5]=[N:6][CH:7]=1. The yield is 0.420. (2) The reactants are Cl.[Br:2][C:3]1[CH:4]=[C:5]([CH2:9][C:10]([OH:12])=[O:11])[CH:6]=[CH:7][CH:8]=1.[CH3:13][CH2:14]O. No catalyst specified. The product is [CH2:13]([O:11][C:10](=[O:12])[CH2:9][C:5]1[CH:6]=[CH:7][CH:8]=[C:3]([Br:2])[CH:4]=1)[CH3:14]. The yield is 0.934.